From a dataset of Experimentally validated miRNA-target interactions with 360,000+ pairs, plus equal number of negative samples. Binary Classification. Given a miRNA mature sequence and a target amino acid sequence, predict their likelihood of interaction. (1) The miRNA is mmu-miR-343 with sequence UCUCCCUUCAUGUGCCCAGA. The protein sequence of the target gene is MAPACLLAPLLLLLLGGFPLVPGESIRETEVIDPQDLLEGRYFSGALPDDEDAGGSDDFELSGSGDLDDTEEPRPFPEVIEPLVPLDNHIPENAQPGIRVPSEPKELEENEVIPKRAPSDVGDDMSNKVSMSSTAQGSNIFERTEVLAALIVGGVVGILFAVFLILLLVYRMKKKDEGSYDLGKKPIYKKAPTNEFYA. Result: 1 (interaction). (2) Result: 1 (interaction). The protein sequence of the target gene is MSDDKPFLCTAPGCGQRFTNEDHLAVHKHKHEMTLKFGPARNDSVIVADQTPTPTRFLKNCEEVGLFNELASPFENEFKKASEDDIKKMPLDLSPLATPIIRNKIEEPSVVETTHQDSPLPHPESTTNDEKEVSLQQTAQPTSTIVRPASLQVPNVLLTSSDSSVIIQQAIPSPTSSTVITQAPSSNRPIVPVPGPFPLLLHLPNGQTMPVAIPASITNSNVHVPAAVPLVRPVTMVPSIPGIPGPSSPQPVQSEAKLRLKAALTQQHPQVTNGDTAKGHPSGLVRTQSEEPRPQSLQQP.... The miRNA is gga-miR-456-3p with sequence CAGGCUGGUUAGAUGGUUGUCA. (3) The miRNA is rno-miR-450a-5p with sequence UUUUGCGAUGUGUUCCUAAUGU. The protein sequence of the target gene is MESKEERALNNLIVENVNQENDEKDEKEQVANKGEPLALPLNVSEYCVPRGNRRRFRVRQPILQYRWDIMHRLGEPQARMREENMERIGEEVRQLMEKLREKQLSHSLRAVSTDPPHHDHHDEFCLMP. Result: 0 (no interaction). (4) The miRNA is hsa-miR-5006-3p with sequence UUUCCCUUUCCAUCCUGGCAG. The protein sequence of the target gene is MSKVTAPGSGPPAAASGKEKRSFSKRLFRSGRAGGGGAGGPGASGPAAPSSPSSPSSARSVGSFMSRVLKTLSTLSHLSSEGAAPDRGGLRSCFPPGPAAAPTPPPCPPPPASPAPPACAAEPVPGVAGLRNHGNTCFMNATLQCLSNTELFAEYLALGQYRAGRPEPSPDPEQPAGRGAQGQGEVTEQLAHLVRALWTLEYTPQHSRDFKTIVSKNALQYRGNSQHDAQEFLLWLLDRVHEDLNHSVKQSGQPPLKPPSETDMMPEGPSFPVCSTFVQELFQAQYRSSLTCPHCQKQSN.... Result: 0 (no interaction). (5) The miRNA is hsa-miR-4323 with sequence CAGCCCCACAGCCUCAGA. The protein sequence of the target gene is MAEAGDAALSVAEWLRALHLEQYTGLFEQHGLVWATECQGLSDTRLMDMGMLLPGHRRRILAGLLRAHTSPAPAPRPTPRPVPMKRHIFRSPPVPATPPEPLPTTTEDEGLPAAPPIPPRRSCLPPTCFTTPSTAAPDPVLPPLPAKRHLAELSVPPVPPRTGPPRLLVSLPTKEEESLLPSLSSPPQPQSEEPLSTLPQGPPQPPSPPPCPPEIPPKPVRLFPEFDDSDYDEVPEEGPGAPARVMTKKEEPPPSRVPRAVRVASLLSEGEELSGDDQGDEEEDDHAYEGVPNGGWHTSS.... Result: 1 (interaction). (6) The miRNA is hsa-miR-455-5p with sequence UAUGUGCCUUUGGACUACAUCG. The protein sequence of the target gene is MAFNFGAPSGTSGTAAATAAPAGGFGGFGTTSTTAGSAFSFSAPTNTGTTGLFGGTQNKGFGFGTGFGTTTGTSTGLGTGLGTGLGFGGFNTQQQQQTTLGGLFSQPTQAPTQSNQLINTASALSAPTLLGDERDAILAKWNQLQAFWGTGKGYFNNNIPPVEFTQENPFCRFKAVGYSCMPSNKDEDGLVVLVFNKKETEIRSQQQQLVESLHKVLGGNQTLTVNVEGTKTLPDDQTEVVIYVVERSPNGTSRRVPATTLYAHFEQANIKTQLQQLGVTLSMTRTELSPAQIKQLLQNP.... Result: 1 (interaction). (7) The miRNA is hsa-miR-103a-2-5p with sequence AGCUUCUUUACAGUGCUGCCUUG. The protein sequence of the target gene is MVLRSHPFPRQDRPQGSVPRAVPGSPVGPSTSTHSEDRHGPSSSVGTVIGTGTGGLVEAGGQPQPRSSETNGSPSPDPPPGLRGEGTREKSLDPLPQAAMPRGPAQPPAQRPPGPAASSSARRSQPVPQLRKRSRCEIAPSSEQEVRPAASGDPQGEAPGEGGSPAGRSGALTEKQEEARKLMVFLQRPGGWGVVEGPRKPSSRALEPATAAALRRRLDLGSCLDVLAFAQQHGEPGLAQETYALMSDNLLRVLGDPCLYRRLSAADRERILSLRTGRGRAVLGVLVLPSLYQGGRSGLP.... Result: 0 (no interaction). (8) The miRNA is hsa-miR-6783-3p with sequence UUCCUGGGCUUCUCCUCUGUAG. The protein sequence of the target gene is MRRCNSGSGPPPSLLLLLLWLLAVPGANAAPRSALYSPSDPLTLLQADTVRGAVLGSRSAWAVEFFASWCGHCIAFAPTWKALAEDVKAWRPALYLAALDCAEETNSAVCRDFNIPGFPTVRFFKAFTKNGSGAVFPVAGADVQTLRERLIDALESHHDTWPPACPPLEPAKLEEIDGFFARNNEEYLALIFEKGGSYLGREVALDLSQHKGVAVRRVLNTEANVVRKFGVTDFPSCYLLFRNGSVSRVPVLMESRSFYTAYLQRLSGLTREAAQTTVAPTTANKIAPTVWKLADRSKIY.... Result: 1 (interaction).